This data is from Peptide-MHC class I binding affinity with 185,985 pairs from IEDB/IMGT. The task is: Regression. Given a peptide amino acid sequence and an MHC pseudo amino acid sequence, predict their binding affinity value. This is MHC class I binding data. (1) The peptide sequence is QVGIFLICK. The MHC is HLA-B57:01 with pseudo-sequence HLA-B57:01. The binding affinity (normalized) is 0.0847. (2) The peptide sequence is HMMAVTLFY. The MHC is BoLA-D18.4 with pseudo-sequence BoLA-D18.4. The binding affinity (normalized) is 0.436. (3) The peptide sequence is RAIRGEQLLS. The MHC is Mamu-B03 with pseudo-sequence Mamu-B03. The binding affinity (normalized) is 0.161.